From a dataset of Forward reaction prediction with 1.9M reactions from USPTO patents (1976-2016). Predict the product of the given reaction. (1) Given the reactants [CH2:1]([N:5]([CH2:45][CH2:46][CH2:47][CH3:48])[C:6]([C:8]1[N:9]=[C:10]([C:21]2[CH:30]=[CH:29][C:24]([C:25]([O:27][CH3:28])=[O:26])=[CH:23][C:22]=2[C:31]([N:33]2[C@H:42]([CH2:43][OH:44])[CH2:41][C:40]3[C:35](=[CH:36][CH:37]=[CH:38][CH:39]=3)[CH2:34]2)=[O:32])[N:11]([CH2:13][CH2:14]C2C=CC=CC=2)[CH:12]=1)=[O:7])[CH2:2][CH2:3][CH3:4].C(N(CCCC)C(C1N=[C:63]([C:64]2[CH:69]=[CH:68][C:67](C(OC)=O)=[CH:66][C:65]=2C(O)=O)N(CC[CH2:63][C:64]2[CH:69]=[CH:68][CH:67]=[CH:66][CH:65]=2)C=1)=O)CCC, predict the reaction product. The product is: [CH2:1]([N:5]([CH2:45][CH2:46][CH2:47][CH3:48])[C:6]([C:8]1[N:9]=[C:10]([C:21]2[CH:30]=[CH:29][C:24]([C:25]([O:27][CH3:28])=[O:26])=[CH:23][C:22]=2[C:31]([N:33]2[C@H:42]([CH2:43][OH:44])[CH2:41][C:40]3[C:35](=[CH:36][CH:37]=[CH:38][CH:39]=3)[CH2:34]2)=[O:32])[N:11]([CH2:13][CH2:14][CH2:63][C:64]2[CH:69]=[CH:68][CH:67]=[CH:66][CH:65]=2)[CH:12]=1)=[O:7])[CH2:2][CH2:3][CH3:4]. (2) Given the reactants [I:1][C:2]1[C:10]2[C:5](=[CH:6][CH:7]=[CH:8][CH:9]=2)[NH:4][CH:3]=1.[H-].[Na+].[N:13]([C:16]1[CH:21]=[CH:20][CH:19]=[C:18]([C:22]([F:25])([F:24])[F:23])[CH:17]=1)=[C:14]=[O:15].[NH4+].[Cl-], predict the reaction product. The product is: [I:1][C:2]1[C:10]2[C:5](=[CH:6][CH:7]=[CH:8][CH:9]=2)[N:4]([C:14]([NH:13][C:16]2[CH:21]=[CH:20][CH:19]=[C:18]([C:22]([F:23])([F:24])[F:25])[CH:17]=2)=[O:15])[CH:3]=1.